From a dataset of Forward reaction prediction with 1.9M reactions from USPTO patents (1976-2016). Predict the product of the given reaction. (1) Given the reactants C(O)(C(F)(F)F)=O.[C:8]([C:12]1[CH:13]=[C:14]([NH:66][S:67]([CH3:70])(=[O:69])=[O:68])[C:15]([O:64][CH3:65])=[C:16]([NH:18][C:19](=[O:63])[NH:20][C:21]2[C:30]3[C:25](=[CH:26][CH:27]=[CH:28][CH:29]=3)[C:24]([O:31][C:32]3[CH:37]=[CH:36][N:35]=[C:34]([NH:38][C:39]4[CH:40]=[C:41]([CH:58]=[C:59]([O:61][CH3:62])[CH:60]=4)[O:42][CH2:43][CH2:44][O:45][CH2:46][CH2:47][O:48][CH2:49][CH2:50][C:51]([O:53]C(C)(C)C)=[O:52])[N:33]=3)=[CH:23][CH:22]=2)[CH:17]=1)([CH3:11])([CH3:10])[CH3:9], predict the reaction product. The product is: [C:8]([C:12]1[CH:13]=[C:14]([NH:66][S:67]([CH3:70])(=[O:69])=[O:68])[C:15]([O:64][CH3:65])=[C:16]([NH:18][C:19](=[O:63])[NH:20][C:21]2[C:30]3[C:25](=[CH:26][CH:27]=[CH:28][CH:29]=3)[C:24]([O:31][C:32]3[CH:37]=[CH:36][N:35]=[C:34]([NH:38][C:39]4[CH:40]=[C:41]([CH:58]=[C:59]([O:61][CH3:62])[CH:60]=4)[O:42][CH2:43][CH2:44][O:45][CH2:46][CH2:47][O:48][CH2:49][CH2:50][C:51]([OH:53])=[O:52])[N:33]=3)=[CH:23][CH:22]=2)[CH:17]=1)([CH3:11])([CH3:9])[CH3:10]. (2) Given the reactants [NH2:1][C:2]1[N:3]=[C:4]([Cl:29])[C:5]2[C:11](=[O:12])[CH:10]([CH:13](O)[CH:14]([CH3:16])[CH3:15])[CH2:9][N:8]([CH2:18][C:19]3[C:24]([CH3:25])=[C:23]([O:26][CH3:27])[C:22]([CH3:28])=[CH:21][N:20]=3)[C:6]=2[N:7]=1.[OH-].[NH4+].C(OCC)(=O)C.[OH-].[Na+], predict the reaction product. The product is: [NH2:1][C:2]1[N:3]=[C:4]([Cl:29])[C:5]2[C:11](=[O:12])/[C:10](=[CH:13]/[CH:14]([CH3:16])[CH3:15])/[CH2:9][N:8]([CH2:18][C:19]3[C:24]([CH3:25])=[C:23]([O:26][CH3:27])[C:22]([CH3:28])=[CH:21][N:20]=3)[C:6]=2[N:7]=1. (3) Given the reactants [C:1]([O:4][C@@H:5]1[C@@H:10]([O:11][C:12](=[O:14])[CH3:13])[C@H:9]([O:15][C:16](=[O:18])[CH3:17])[C@@H:8]([CH2:19][O:20][C:21](=[O:23])[CH3:22])[O:7][C@H:6]1[O:24][C:25]1[C:29]([CH2:30][C:31]2[CH:36]=[CH:35][C:34]([O:37][CH2:38][CH2:39][CH2:40]O)=[CH:33][C:32]=2[CH3:42])=[C:28]([CH:43]([CH3:45])[CH3:44])[NH:27][N:26]=1)(=[O:3])[CH3:2].[N+:46]([C:49]1[CH:54]=[CH:53][CH:52]=[CH:51][C:50]=1[S:55]([NH:58][CH2:59][C:60]([NH2:62])=[O:61])(=[O:57])=[O:56])([O-:48])=[O:47].C1(P(C2C=CC=CC=2)C2C=CC=CC=2)C=CC=CC=1.N(C(OCC)=O)=NC(OCC)=O, predict the reaction product. The product is: [C:1]([O:4][C@@H:5]1[C@@H:10]([O:11][C:12](=[O:14])[CH3:13])[C@H:9]([O:15][C:16](=[O:18])[CH3:17])[C@@H:8]([CH2:19][O:20][C:21](=[O:23])[CH3:22])[O:7][C@H:6]1[O:24][C:25]1[C:29]([CH2:30][C:31]2[CH:36]=[CH:35][C:34]([O:37][CH2:38][CH2:39][CH2:40][N:58]([S:55]([C:50]3[CH:51]=[CH:52][CH:53]=[CH:54][C:49]=3[N+:46]([O-:48])=[O:47])(=[O:57])=[O:56])[CH2:59][C:60](=[O:61])[NH2:62])=[CH:33][C:32]=2[CH3:42])=[C:28]([CH:43]([CH3:44])[CH3:45])[NH:27][N:26]=1)(=[O:3])[CH3:2]. (4) Given the reactants [NH2:1][CH2:2][C:3]#[C:4][C:5]1[N:6]=[C:7]([NH2:19])[C:8]2[N:9]([N:11]=[C:12]([C:14]3[O:15][CH:16]=[CH:17][CH:18]=3)[N:13]=2)[CH:10]=1.[S:20]1[CH:24]=[CH:23][C:22]([S:25](Cl)(=[O:27])=[O:26])=[CH:21]1.CCN(C(C)C)C(C)C, predict the reaction product. The product is: [NH2:19][C:7]1[C:8]2[N:9]([N:11]=[C:12]([C:14]3[O:15][CH:16]=[CH:17][CH:18]=3)[N:13]=2)[CH:10]=[C:5]([C:4]#[C:3][CH2:2][NH:1][S:25]([C:22]2[CH:23]=[CH:24][S:20][CH:21]=2)(=[O:27])=[O:26])[N:6]=1. (5) Given the reactants CO.O.[CH3:4][C:5]([CH3:7])=[O:6].C[CH2:9][CH2:10][CH2:11][CH2:12][CH2:13][CH3:14].[C:15](OCC)(=[O:17])[CH3:16].[O:21]1CCC[CH2:22]1, predict the reaction product. The product is: [C:15]([O:6][CH:5]([CH3:7])[CH3:4])(=[O:17])[CH3:16].[C:14]1([O:21][CH3:22])[CH:13]=[CH:12][CH:11]=[CH:10][CH:9]=1.